From a dataset of TCR-epitope binding with 47,182 pairs between 192 epitopes and 23,139 TCRs. Binary Classification. Given a T-cell receptor sequence (or CDR3 region) and an epitope sequence, predict whether binding occurs between them. (1) The epitope is VTEHDTLLY. The TCR CDR3 sequence is CAWSLPASYEQYF. Result: 1 (the TCR binds to the epitope). (2) The epitope is AVFDRKSDAK. The TCR CDR3 sequence is CASSQDPPPTANTGELFF. Result: 1 (the TCR binds to the epitope). (3) The epitope is PKYVKQNTLKLAT. The TCR CDR3 sequence is CASSLGGEQFF. Result: 0 (the TCR does not bind to the epitope). (4) The epitope is GTSGSPIIDK. The TCR CDR3 sequence is CASRLAASYNEQFF. Result: 1 (the TCR binds to the epitope). (5) The epitope is FVRATATIPI. The TCR CDR3 sequence is CASSQDWGNSGNTIYF. Result: 0 (the TCR does not bind to the epitope). (6) The epitope is PROT_97E67BCC. The TCR CDR3 sequence is CASIRTGSSPLHF. Result: 1 (the TCR binds to the epitope). (7) The epitope is RLRPGGKKK. The TCR CDR3 sequence is CASSLGSGPPYNEQFF. Result: 0 (the TCR does not bind to the epitope).